Dataset: Catalyst prediction with 721,799 reactions and 888 catalyst types from USPTO. Task: Predict which catalyst facilitates the given reaction. (1) Reactant: [CH2:1]([N:3]1[CH:7]=[CH:6][N:5]=[CH:4]1)[CH3:2].[CH3:8][CH2:9][S:10]([OH:13])(=[O:12])=[O:11]. Product: [CH3:9][S:10]([O-:13])(=[O:12])=[O:11].[CH2:1]([N+:3]1[CH:7]=[CH:6][N:5]([CH3:8])[CH:4]=1)[CH3:2]. The catalyst class is: 11. (2) Reactant: [CH3:1][O:2][CH2:3][C:4]1([C:10]([N:12]2[C@@H:18]([CH3:19])[C:17]3[CH:20]=[CH:21][C:22]([C:24]([O:26]CC)=O)=[CH:23][C:16]=3[O:15][CH2:14][CH2:13]2)=[O:11])[CH2:9][CH2:8][O:7][CH2:6][CH2:5]1.[NH2:29][OH:30].[OH-].[Na+].Cl. Product: [OH:30][NH:29][C:24]([C:22]1[CH:21]=[CH:20][C:17]2[C@H:18]([CH3:19])[N:12]([C:10]([C:4]3([CH2:3][O:2][CH3:1])[CH2:9][CH2:8][O:7][CH2:6][CH2:5]3)=[O:11])[CH2:13][CH2:14][O:15][C:16]=2[CH:23]=1)=[O:26]. The catalyst class is: 36. (3) Reactant: O=C1C2NC(C(OC)=O)=CC=2CC1.ClC1C=C([Mg]Br)C=CC=1.[Cl:23][C:24]1[CH:25]=[C:26]([C:30]2(O)[C:34]3[NH:35][C:36]([C:38]([O:40][CH3:41])=[O:39])=[CH:37][C:33]=3[CH2:32][CH2:31]2)[CH:27]=[CH:28][CH:29]=1. Product: [Cl:23][C:24]1[CH:25]=[C:26]([CH:30]2[C:34]3[NH:35][C:36]([C:38]([O:40][CH3:41])=[O:39])=[CH:37][C:33]=3[CH2:32][CH2:31]2)[CH:27]=[CH:28][CH:29]=1. The catalyst class is: 5. (4) Reactant: [Cl:1][C:2]1[CH:7]=[CH:6][C:5]([C:8]2[CH:13]=[CH:12][CH:11]=[CH:10][C:9]=2[CH2:14][I:15])=[CH:4][CH:3]=1.[C:16]1([P:22]([C:29]2[CH:34]=[CH:33][CH:32]=[CH:31][CH:30]=2)[C:23]2[CH:28]=[CH:27][CH:26]=[CH:25][CH:24]=2)[CH:21]=[CH:20][CH:19]=[CH:18][CH:17]=1. Product: [I-:15].[Cl:1][C:2]1[CH:7]=[CH:6][C:5]([C:8]2[CH:13]=[CH:12][CH:11]=[CH:10][C:9]=2[CH2:14][P+:22]([C:23]2[CH:24]=[CH:25][CH:26]=[CH:27][CH:28]=2)([C:29]2[CH:34]=[CH:33][CH:32]=[CH:31][CH:30]=2)[C:16]2[CH:17]=[CH:18][CH:19]=[CH:20][CH:21]=2)=[CH:4][CH:3]=1. The catalyst class is: 11. (5) Reactant: Cl.[C:2]([C:6]1[CH:10]=[C:9]([CH2:11][NH2:12])[N:8]([C:13]2[CH:18]=[CH:17][C:16]([F:19])=[C:15]([F:20])[CH:14]=2)[N:7]=1)([CH3:5])([CH3:4])[CH3:3].[F:21][C:22]1[CH:23]=[C:24]([NH:33][C:34](=O)[O:35]C2C=CC=CC=2)[CH:25]=[CH:26][C:27]=1[N:28]1[CH2:31][CH:30]([OH:32])[CH2:29]1. Product: [C:2]([C:6]1[CH:10]=[C:9]([CH2:11][NH:12][C:34]([NH:33][C:24]2[CH:25]=[CH:26][C:27]([N:28]3[CH2:29][CH:30]([OH:32])[CH2:31]3)=[C:22]([F:21])[CH:23]=2)=[O:35])[N:8]([C:13]2[CH:18]=[CH:17][C:16]([F:19])=[C:15]([F:20])[CH:14]=2)[N:7]=1)([CH3:5])([CH3:3])[CH3:4]. The catalyst class is: 10. (6) Reactant: [I:1][C:2]1[CH:17]=[CH:16][C:5]([C:6]([NH2:15])=[N:7][C:8]2[CH:9]=[N:10][C:11]([CH3:14])=[CH:12][CH:13]=2)=[CH:4][CH:3]=1.[Li+].C[Si]([N-][Si](C)(C)C)(C)C.Br.Br[CH2:30][C:31]([C:33]1[CH:38]=[CH:37][CH:36]=[CH:35][N:34]=1)=O.O. Product: [I:1][C:2]1[CH:17]=[CH:16][C:5]([C:6]2[N:7]([C:8]3[CH:9]=[N:10][C:11]([CH3:14])=[CH:12][CH:13]=3)[CH:30]=[C:31]([C:33]3[CH:38]=[CH:37][CH:36]=[CH:35][N:34]=3)[N:15]=2)=[CH:4][CH:3]=1. The catalyst class is: 49. (7) Reactant: [CH2:1]([N:3]1[C:7]2[CH:8]=[CH:9][C:10]([NH2:12])=[CH:11][C:6]=2[N:5]=[C:4]1[CH2:13][C:14]1[N:15]([C:19]2[CH:24]=[C:23]([F:25])[CH:22]=[CH:21][C:20]=2[F:26])[N:16]=[CH:17][CH:18]=1)[CH3:2].[CH2:27](OC(OCC)OCC)C.[N-:37]=[N+:38]=[N-:39].[Na+].O. Product: [CH2:1]([N:3]1[C:7]2[CH:8]=[CH:9][C:10]([N:12]3[CH:27]=[N:39][N:38]=[N:37]3)=[CH:11][C:6]=2[N:5]=[C:4]1[CH2:13][C:14]1[N:15]([C:19]2[CH:24]=[C:23]([F:25])[CH:22]=[CH:21][C:20]=2[F:26])[N:16]=[CH:17][CH:18]=1)[CH3:2]. The catalyst class is: 15. (8) Reactant: [CH3:1][O:2][C:3]1[CH:22]=[C:21]([O:23][CH3:24])[CH:20]=[CH:19][C:4]=1[CH2:5][NH:6][C:7]1[C:8]2[C:9](=[C:13]([C:16]([OH:18])=O)[S:14][CH:15]=2)[N:10]=[CH:11][N:12]=1.F[P-](F)(F)(F)(F)F.N1(O[P+](N(C)C)(N(C)C)N(C)C)C2C=CC=CC=2N=N1.CN(C=O)C.N12CCCN=C1CCCCC2.[NH2:68][C:69]1[C:70]([F:83])=[C:71]([NH:76][S:77]([CH2:80][CH2:81][CH3:82])(=[O:79])=[O:78])[CH:72]=[CH:73][C:74]=1[F:75]. Product: [F:83][C:70]1[C:71]([NH:76][S:77]([CH2:80][CH2:81][CH3:82])(=[O:79])=[O:78])=[CH:72][CH:73]=[C:74]([F:75])[C:69]=1[NH:68][C:16]([C:13]1[S:14][CH:15]=[C:8]2[C:7]([NH:6][CH2:5][C:4]3[CH:19]=[CH:20][C:21]([O:23][CH3:24])=[CH:22][C:3]=3[O:2][CH3:1])=[N:12][CH:11]=[N:10][C:9]=12)=[O:18]. The catalyst class is: 13. (9) Reactant: [CH3:1][S:2](=[O:19])([CH:7]([C:9]1[CH:10]=[N:11][C:12]([C:15]([F:18])([F:17])[F:16])=[CH:13][CH:14]=1)[CH3:8])=[N:3][C:4]([NH2:6])=[S:5].Br[CH:21]([CH3:25])[C:22](=O)[CH3:23]. Product: [CH3:25][C:21]1[N:6]=[C:4]([N:3]=[S:2]([CH:7]([C:9]2[CH:14]=[CH:13][C:12]([C:15]([F:17])([F:18])[F:16])=[N:11][CH:10]=2)[CH3:8])([CH3:1])=[O:19])[S:5][C:22]=1[CH3:23]. The catalyst class is: 14.